Dataset: Merck oncology drug combination screen with 23,052 pairs across 39 cell lines. Task: Regression. Given two drug SMILES strings and cell line genomic features, predict the synergy score measuring deviation from expected non-interaction effect. (1) Drug 1: O=c1[nH]cc(F)c(=O)[nH]1. Drug 2: CC(C)CC(NC(=O)C(Cc1ccccc1)NC(=O)c1cnccn1)B(O)O. Cell line: MDAMB436. Synergy scores: synergy=-2.03. (2) Drug 1: NC(=O)c1cccc2cn(-c3ccc(C4CCCNC4)cc3)nc12. Drug 2: Cn1cc(-c2cnn3c(N)c(Br)c(C4CCCNC4)nc23)cn1. Cell line: A2058. Synergy scores: synergy=43.2. (3) Drug 1: NC(=O)c1cccc2cn(-c3ccc(C4CCCNC4)cc3)nc12. Drug 2: CCC1(O)C(=O)OCc2c1cc1n(c2=O)Cc2cc3c(CN(C)C)c(O)ccc3nc2-1. Cell line: LNCAP. Synergy scores: synergy=13.6. (4) Drug 1: O=S1(=O)NC2(CN1CC(F)(F)F)C1CCC2Cc2cc(C=CCN3CCC(C(F)(F)F)CC3)ccc2C1. Drug 2: CCc1cnn2c(NCc3ccc[n+]([O-])c3)cc(N3CCCCC3CCO)nc12. Cell line: CAOV3. Synergy scores: synergy=-4.04. (5) Drug 1: CCN(CC)CCNC(=O)c1c(C)[nH]c(C=C2C(=O)Nc3ccc(F)cc32)c1C. Drug 2: NC1CCCCC1N.O=C(O)C(=O)O.[Pt+2]. Cell line: NCIH1650. Synergy scores: synergy=-6.21. (6) Drug 1: Cc1nc(Nc2ncc(C(=O)Nc3c(C)cccc3Cl)s2)cc(N2CCN(CCO)CC2)n1. Drug 2: COC1=C2CC(C)CC(OC)C(O)C(C)C=C(C)C(OC(N)=O)C(OC)C=CC=C(C)C(=O)NC(=CC1=O)C2=O. Cell line: T47D. Synergy scores: synergy=-1.79. (7) Drug 1: Cc1nc(Nc2ncc(C(=O)Nc3c(C)cccc3Cl)s2)cc(N2CCN(CCO)CC2)n1. Drug 2: Cn1cc(-c2cnn3c(N)c(Br)c(C4CCCNC4)nc23)cn1. Cell line: A427. Synergy scores: synergy=83.4.